Task: Predict which catalyst facilitates the given reaction.. Dataset: Catalyst prediction with 721,799 reactions and 888 catalyst types from USPTO (1) Reactant: [CH2:1]([O:3][CH:4]([O:6][CH:7]1[CH2:23][O:22][C:10]2=[CH:11][CH:12]=[C:13]3[C:17]([N:16]([CH2:18][C@@H:19](O)[CH3:20])[N:15]=[CH:14]3)=[C:9]2[CH2:8]1)[CH3:5])[CH3:2].C(N(CC)CC)C.CS(OS(C)(=O)=O)(=O)=O.[N-:40]=[N+:41]=[N-:42].[Na+]. Product: [N:40]([C@H:19]([CH3:20])[CH2:18][N:16]1[C:17]2[C:13](=[CH:12][CH:11]=[C:10]3[O:22][CH2:23][CH:7]([O:6][CH:4]([O:3][CH2:1][CH3:2])[CH3:5])[CH2:8][C:9]3=2)[CH:14]=[N:15]1)=[N+:41]=[N-:42]. The catalyst class is: 1. (2) Reactant: O=[C:2]1[C:7]([C:8]#[N:9])=[CH:6][NH:5][C:4]2[CH:10]=[CH:11][S:12][C:3]1=2.P(Cl)(Cl)([Cl:15])=O.C([O-])(O)=O.[Na+]. Product: [Cl:15][C:2]1[C:7]([C:8]#[N:9])=[CH:6][N:5]=[C:4]2[CH:10]=[CH:11][S:12][C:3]=12. The catalyst class is: 4. (3) Reactant: [CH:1]([C:4]1[CH:9]=[CH:8][C:7]([CH:10](O)[CH2:11][CH3:12])=[CH:6][CH:5]=1)([CH3:3])[CH3:2].[CH3:14][C:15]1[C:16]([OH:24])=[C:17]([CH3:23])[C:18]([CH3:22])=[C:19]([CH:21]=1)[OH:20]. Product: [CH:1]([C:4]1[CH:9]=[CH:8][C:7]([CH:10]([C:21]2[C:19](=[O:20])[C:18]([CH3:22])=[C:17]([CH3:23])[C:16](=[O:24])[C:15]=2[CH3:14])[CH2:11][CH3:12])=[CH:6][CH:5]=1)([CH3:3])[CH3:2]. The catalyst class is: 26. (4) The catalyst class is: 1. Reactant: [CH3:1][O:2][C:3]1[C:12]([O:13][CH3:14])=[C:11]([O:15][CH3:16])[CH:10]=[CH:9][C:4]=1[C:5]([O:7]C)=O.[Cl:17][C:18]1[CH:19]=[N:20][CH:21]=[C:22]([Cl:25])[C:23]=1[CH3:24].C[Si]([N-][Si](C)(C)C)(C)C.[Li+]. Product: [Cl:17][C:18]1[CH:19]=[N:20][CH:21]=[C:22]([Cl:25])[C:23]=1[CH2:24][C:5]([C:4]1[CH:9]=[CH:10][C:11]([O:15][CH3:16])=[C:12]([O:13][CH3:14])[C:3]=1[O:2][CH3:1])=[O:7]. (5) Reactant: [CH:1]([C:4]1[N:5]=[C:6]([CH2:9][OH:10])[S:7][CH:8]=1)([CH3:3])[CH3:2].[Cr](O[Cr]([O-])(=O)=O)([O-])(=O)=O.[NH+]1C=CC=CC=1.[NH+]1C=CC=CC=1. Product: [CH:1]([C:4]1[N:5]=[C:6]([CH:9]=[O:10])[S:7][CH:8]=1)([CH3:3])[CH3:2]. The catalyst class is: 2.